From a dataset of Forward reaction prediction with 1.9M reactions from USPTO patents (1976-2016). Predict the product of the given reaction. The product is: [C:29]([C:26]([C:22]1[CH:21]=[C:20]([CH:25]=[CH:24][CH:23]=1)[C:19]([NH:18][C:14]1[CH:15]=[CH:16][CH:17]=[C:12]([N:11]([CH3:32])[C:6]2[N:7]=[CH:8][C:9]3[N:10]=[C:2]([NH:1][C:33](=[O:42])/[CH:34]=[CH:35]/[C:36]4[CH:41]=[CH:40][CH:39]=[CH:38][CH:37]=4)[S:3][C:4]=3[N:5]=2)[CH:13]=1)=[O:31])([CH3:27])[CH3:28])#[N:30]. Given the reactants [NH2:1][C:2]1[S:3][C:4]2[N:5]=[C:6]([N:11]([CH3:32])[C:12]3[CH:13]=[C:14]([NH:18][C:19](=[O:31])[C:20]4[CH:25]=[CH:24][CH:23]=[C:22]([C:26]([C:29]#[N:30])([CH3:28])[CH3:27])[CH:21]=4)[CH:15]=[CH:16][CH:17]=3)[N:7]=[CH:8][C:9]=2[N:10]=1.[C:33](Cl)(=[O:42])[CH:34]=[CH:35][C:36]1[CH:41]=[CH:40][CH:39]=[CH:38][CH:37]=1.C(=O)([O-])O.[Na+], predict the reaction product.